This data is from Full USPTO retrosynthesis dataset with 1.9M reactions from patents (1976-2016). The task is: Predict the reactants needed to synthesize the given product. (1) Given the product [F:19][C:3]1[CH:4]=[C:5]([N:8]2[CH2:12][C@H:11]([CH2:13][NH:14][C:15](=[O:17])[CH3:16])[O:10][C:9]2=[O:18])[CH:6]=[CH:7][C:2]=1[NH:1][NH2:20], predict the reactants needed to synthesize it. The reactants are: [NH2:1][C:2]1[CH:7]=[CH:6][C:5]([N:8]2[CH2:12][C@H:11]([CH2:13][NH:14][C:15](=[O:17])[CH3:16])[O:10][C:9]2=[O:18])=[CH:4][C:3]=1[F:19].[N:20]([O-])=O.[Na+].Cl[Sn]Cl. (2) Given the product [CH3:21][N:18]1[C:17]([CH2:22][N:23]2[CH2:28][CH2:27][CH:26]([C:29]3([OH:34])[CH2:30][CH2:31][CH2:32][CH2:33]3)[CH2:25][CH2:24]2)=[N:16][C:15]2[C:19]1=[N:20][C:12]([N:3]1[C:4]3[CH:10]=[CH:9][CH:8]=[CH:7][C:5]=3[N:6]=[C:2]1[CH3:1])=[N:13][C:14]=2[N:35]1[CH2:36][CH2:37][O:38][CH2:39][CH2:40]1, predict the reactants needed to synthesize it. The reactants are: [CH3:1][C:2]1[NH:3][C:4]2[CH:10]=[CH:9][CH:8]=[CH:7][C:5]=2[N:6]=1.Cl[C:12]1[N:20]=[C:19]2[C:15]([N:16]=[C:17]([CH2:22][N:23]3[CH2:28][CH2:27][CH:26]([C:29]4([OH:34])[CH2:33][CH2:32][CH2:31][CH2:30]4)[CH2:25][CH2:24]3)[N:18]2[CH3:21])=[C:14]([N:35]2[CH2:40][CH2:39][O:38][CH2:37][CH2:36]2)[N:13]=1. (3) Given the product [O:1]1[CH2:6][CH2:5][N:4]([C:7]2[CH:12]=[CH:11][C:10]([C:13]3[N:22]=[C:21]([O:23][C:24]4[CH:32]=[CH:31][C:27]([C:28]([NH2:34])=[O:29])=[CH:26][CH:25]=4)[C:20]4[C:15](=[N:16][CH:17]=[CH:18][N:19]=4)[CH:14]=3)=[CH:9][CH:8]=2)[CH2:3][CH2:2]1, predict the reactants needed to synthesize it. The reactants are: [O:1]1[CH2:6][CH2:5][N:4]([C:7]2[CH:12]=[CH:11][C:10]([C:13]3[N:22]=[C:21]([O:23][C:24]4[CH:32]=[CH:31][C:27]([C:28](O)=[O:29])=[CH:26][CH:25]=4)[C:20]4[C:15](=[N:16][CH:17]=[CH:18][N:19]=4)[CH:14]=3)=[CH:9][CH:8]=2)[CH2:3][CH2:2]1.C[N:34](C(ON1N=NC2C=CC=NC1=2)=[N+](C)C)C.F[P-](F)(F)(F)(F)F.CCN(C(C)C)C(C)C. (4) The reactants are: I[C:2]1[CH:3]=[CH:4][C:5]2[O:9][C:8]3[CH:10]=[C:11]([S:14]([NH:17][C@@H:18]([CH:26]([CH3:28])[CH3:27])[C:19]([O:21][C:22]([CH3:25])([CH3:24])[CH3:23])=[O:20])(=[O:16])=[O:15])[CH:12]=[CH:13][C:7]=3[C:6]=2[CH:29]=1.[CH2:30]([C:34]1[S:35][C:36]([Sn](CCCC)(CCCC)CCCC)=[CH:37][N:38]=1)[CH:31]([CH3:33])[CH3:32].C([O-])([O-])=O.[K+].[K+]. Given the product [CH2:30]([C:34]1[S:35][C:36]([C:2]2[CH:3]=[CH:4][C:5]3[O:9][C:8]4[CH:10]=[C:11]([S:14]([NH:17][C@@H:18]([CH:26]([CH3:28])[CH3:27])[C:19]([O:21][C:22]([CH3:25])([CH3:23])[CH3:24])=[O:20])(=[O:16])=[O:15])[CH:12]=[CH:13][C:7]=4[C:6]=3[CH:29]=2)=[CH:37][N:38]=1)[CH:31]([CH3:33])[CH3:32], predict the reactants needed to synthesize it. (5) Given the product [NH:1]1[CH:5]=[C:4]([C:6]2[S:7][CH:8]=[C:9]([C:11]([OH:13])=[O:12])[N:10]=2)[N:3]=[CH:2]1, predict the reactants needed to synthesize it. The reactants are: [NH:1]1[CH:5]=[C:4]([C:6]2[S:7][CH:8]=[C:9]([C:11]([O:13]CC)=[O:12])[N:10]=2)[N:3]=[CH:2]1.[Li]. (6) Given the product [N:1]1[CH:6]=[CH:5][CH:4]=[C:3]([O:7][CH:8]2[CH2:13][CH2:12][CH:11]([N:15]3[CH2:18][CH:17]([NH:19][C:20]([CH2:22][NH:23][C:24](=[O:35])[C:25]4[CH:30]=[CH:29][CH:28]=[C:27]([C:31]([F:34])([F:32])[F:33])[CH:26]=4)=[O:21])[CH2:16]3)[CH2:10][CH2:9]2)[N:2]=1, predict the reactants needed to synthesize it. The reactants are: [N:1]1[CH:6]=[CH:5][CH:4]=[C:3]([O:7][CH:8]2[CH2:13][CH2:12][C:11](=O)[CH2:10][CH2:9]2)[N:2]=1.[NH:15]1[CH2:18][CH:17]([NH:19][C:20]([CH2:22][NH:23][C:24](=[O:35])[C:25]2[CH:30]=[CH:29][CH:28]=[C:27]([C:31]([F:34])([F:33])[F:32])[CH:26]=2)=[O:21])[CH2:16]1. (7) The reactants are: Cl.[C:2]([C:6]1[N:11]=[CH:10][C:9]([C:12]2[N:13]([C:33]([N:35]3[CH2:40][CH2:39][N:38]([CH2:41][C:42]([OH:44])=O)[CH2:37][CH2:36]3)=[O:34])[C@@:14]([C:26]3[CH:31]=[CH:30][C:29]([Cl:32])=[CH:28][CH:27]=3)([CH3:25])[C@@:15]([C:18]3[CH:23]=[CH:22][C:21]([Cl:24])=[CH:20][CH:19]=3)([CH3:17])[N:16]=2)=[C:8]([O:45][CH2:46][CH3:47])[CH:7]=1)([CH3:5])([CH3:4])[CH3:3].[NH2:48][CH2:49][CH:50]([OH:53])[CH2:51][OH:52]. Given the product [C:2]([C:6]1[N:11]=[CH:10][C:9]([C:12]2[N:13]([C:33]([N:35]3[CH2:40][CH2:39][N:38]([CH2:41][C:42]([NH:48][CH2:49][CH:50]([OH:53])[CH2:51][OH:52])=[O:44])[CH2:37][CH2:36]3)=[O:34])[C@@:14]([C:26]3[CH:31]=[CH:30][C:29]([Cl:32])=[CH:28][CH:27]=3)([CH3:25])[C@@:15]([C:18]3[CH:23]=[CH:22][C:21]([Cl:24])=[CH:20][CH:19]=3)([CH3:17])[N:16]=2)=[C:8]([O:45][CH2:46][CH3:47])[CH:7]=1)([CH3:4])([CH3:3])[CH3:5], predict the reactants needed to synthesize it. (8) Given the product [Br:9][C:10]1[C:11]([O:17][CH:18]([F:20])[F:19])=[C:12]([C:4]([C:3]([F:8])([F:7])[F:2])=[CH2:5])[CH:13]=[CH:14][CH:15]=1, predict the reactants needed to synthesize it. The reactants are: [Br-].[F:2][C:3]([F:8])([F:7])[C:4]([Zn+])=[CH2:5].[Br:9][C:10]1[C:11]([O:17][CH:18]([F:20])[F:19])=[C:12](I)[CH:13]=[CH:14][CH:15]=1. (9) Given the product [C:45]([O:44][C@@H:38]([C:29]1[C:28]([CH3:49])=[CH:27][C:25]2[N:26]=[C:22]([C:10]3[CH:9]=[N:8][C:7]4[N:6]([N:5]=[CH:4][C:3]=4[CH2:1][CH3:2])[CH:11]=3)[S:23][C:24]=2[C:30]=1[C:31]1[CH:32]=[CH:33][C:34]([Cl:37])=[CH:35][CH:36]=1)[C:39]([O:41][CH2:42][CH3:43])=[O:40])([CH3:46])([CH3:47])[CH3:48], predict the reactants needed to synthesize it. The reactants are: [CH2:1]([C:3]1[CH:4]=[N:5][N:6]2[CH:11]=[C:10](B(O)O)[CH:9]=[N:8][C:7]=12)[CH3:2].O1CCOCC1.Br[C:22]1[S:23][C:24]2[C:30]([C:31]3[CH:36]=[CH:35][C:34]([Cl:37])=[CH:33][CH:32]=3)=[C:29]([C@H:38]([O:44][C:45]([CH3:48])([CH3:47])[CH3:46])[C:39]([O:41][CH2:42][CH3:43])=[O:40])[C:28]([CH3:49])=[CH:27][C:25]=2[N:26]=1.C(=O)([O-])[O-].[K+].[K+]. (10) Given the product [C:1]([O:5][C:6]([NH:8][C@@H:9]1[C@H:14]([NH:15][C:16]2[N:21]=[C:20]([C:42]3[S:43][C:39]4[C:38]([CH3:57])=[N:37][N:36]([CH3:35])[C:40]=4[CH:41]=3)[C:19]3[C:23](=[O:33])[N:24]([C:26]([O:28][C:29]([CH3:32])([CH3:31])[CH3:30])=[O:27])[CH2:25][C:18]=3[C:17]=2[F:34])[CH2:13][CH2:12][O:11][CH2:10]1)=[O:7])([CH3:4])([CH3:3])[CH3:2], predict the reactants needed to synthesize it. The reactants are: [C:1]([O:5][C:6]([NH:8][C@@H:9]1[C@H:14]([NH:15][C:16]2[N:21]=[C:20](Cl)[C:19]3[C:23](=[O:33])[N:24]([C:26]([O:28][C:29]([CH3:32])([CH3:31])[CH3:30])=[O:27])[CH2:25][C:18]=3[C:17]=2[F:34])[CH2:13][CH2:12][O:11][CH2:10]1)=[O:7])([CH3:4])([CH3:3])[CH3:2].[CH3:35][N:36]1[C:40]2[CH:41]=[C:42]([Sn](CCCC)(CCCC)CCCC)[S:43][C:39]=2[C:38]([CH3:57])=[N:37]1.